This data is from NCI-60 drug combinations with 297,098 pairs across 59 cell lines. The task is: Regression. Given two drug SMILES strings and cell line genomic features, predict the synergy score measuring deviation from expected non-interaction effect. (1) Drug 1: C(CCl)NC(=O)N(CCCl)N=O. Drug 2: COCCOC1=C(C=C2C(=C1)C(=NC=N2)NC3=CC=CC(=C3)C#C)OCCOC.Cl. Cell line: MCF7. Synergy scores: CSS=-0.514, Synergy_ZIP=0.696, Synergy_Bliss=0.534, Synergy_Loewe=-1.21, Synergy_HSA=-0.928. (2) Cell line: TK-10. Drug 2: CC(C)(C#N)C1=CC(=CC(=C1)CN2C=NC=N2)C(C)(C)C#N. Synergy scores: CSS=-1.84, Synergy_ZIP=4.74, Synergy_Bliss=-2.07, Synergy_Loewe=-4.50, Synergy_HSA=-3.49. Drug 1: CN(C)N=NC1=C(NC=N1)C(=O)N. (3) Drug 1: CN1C2=C(C=C(C=C2)N(CCCl)CCCl)N=C1CCCC(=O)O.Cl. Drug 2: CC1C(C(CC(O1)OC2CC(CC3=C2C(=C4C(=C3O)C(=O)C5=C(C4=O)C(=CC=C5)OC)O)(C(=O)CO)O)N)O.Cl. Cell line: HS 578T. Synergy scores: CSS=23.9, Synergy_ZIP=-3.00, Synergy_Bliss=-3.11, Synergy_Loewe=-7.72, Synergy_HSA=-1.21. (4) Drug 1: CNC(=O)C1=CC=CC=C1SC2=CC3=C(C=C2)C(=NN3)C=CC4=CC=CC=N4. Drug 2: CC1=C(C=C(C=C1)NC2=NC=CC(=N2)N(C)C3=CC4=NN(C(=C4C=C3)C)C)S(=O)(=O)N.Cl. Cell line: SNB-75. Synergy scores: CSS=5.97, Synergy_ZIP=-0.247, Synergy_Bliss=3.51, Synergy_Loewe=4.62, Synergy_HSA=4.72. (5) Drug 1: C1CCN(CC1)CCOC2=CC=C(C=C2)C(=O)C3=C(SC4=C3C=CC(=C4)O)C5=CC=C(C=C5)O. Drug 2: CC=C1C(=O)NC(C(=O)OC2CC(=O)NC(C(=O)NC(CSSCCC=C2)C(=O)N1)C(C)C)C(C)C. Cell line: HCC-2998. Synergy scores: CSS=18.7, Synergy_ZIP=3.64, Synergy_Bliss=0.153, Synergy_Loewe=-45.6, Synergy_HSA=-5.03. (6) Drug 1: C1C(C(OC1N2C=NC(=NC2=O)N)CO)O. Drug 2: C(CN)CNCCSP(=O)(O)O. Cell line: OVCAR3. Synergy scores: CSS=5.24, Synergy_ZIP=-2.55, Synergy_Bliss=-2.78, Synergy_Loewe=-13.2, Synergy_HSA=-2.90. (7) Drug 1: COC1=NC(=NC2=C1N=CN2C3C(C(C(O3)CO)O)O)N. Drug 2: CC1CCCC2(C(O2)CC(NC(=O)CC(C(C(=O)C(C1O)C)(C)C)O)C(=CC3=CSC(=N3)C)C)C. Cell line: MALME-3M. Synergy scores: CSS=26.0, Synergy_ZIP=-0.940, Synergy_Bliss=-1.81, Synergy_Loewe=-22.0, Synergy_HSA=-1.15.